This data is from Reaction yield outcomes from USPTO patents with 853,638 reactions. The task is: Predict the reaction yield, written as a fraction of the theoretical maximum amount of product (1.0 means a 100% yield; for example, 0.34 means a 34% yield). (1) The product is [NH2:7][C:8]1[S:9][C:10]([C:36]2[CH:41]=[CH:40][CH:39]=[CH:38][N:37]=2)=[CH:11][C:12]=1[C:13]([N:15]1[CH2:20][CH2:19][CH:18]([N:21]2[CH2:35][CH2:34][CH2:33][C:23]3([C:27](=[O:28])[N:26]([CH:29]([CH3:31])[CH3:30])[C:25](=[O:32])[CH2:24]3)[CH2:22]2)[CH2:17][CH2:16]1)=[O:14]. The yield is 0.880. The catalyst is FC(F)(F)C(O)=O. The reactants are C(OC(=O)[NH:7][C:8]1[S:9][C:10]([C:36]2[CH:41]=[CH:40][CH:39]=[CH:38][N:37]=2)=[CH:11][C:12]=1[C:13]([N:15]1[CH2:20][CH2:19][CH:18]([N:21]2[CH2:35][CH2:34][CH2:33][C:23]3([C:27](=[O:28])[N:26]([CH:29]([CH3:31])[CH3:30])[C:25](=[O:32])[CH2:24]3)[CH2:22]2)[CH2:17][CH2:16]1)=[O:14])(C)(C)C.C(=O)([O-])[O-].[K+].[K+]. (2) The reactants are [C:1]([C:3]1[CH:8]=[CH:7][CH:6]=[CH:5][C:4]=1[C:9]1[CH:14]=[CH:13][C:12]([CH2:15][CH:16]([C:21](=O)[CH2:22][CH2:23][CH2:24][CH3:25])[C:17](OC)=[O:18])=[C:11]([F:27])[CH:10]=1)#[N:2].[CH3:28][C:29]1[NH:30][C:31]([NH:34][CH:35]2[CH2:40][CH2:39][O:38][CH2:37][CH2:36]2)=[N:32][N:33]=1. No catalyst specified. The product is [CH2:22]([C:21]1[N:32]2[N:33]=[C:29]([CH3:28])[N:30]=[C:31]2[N:34]([CH:35]2[CH2:40][CH2:39][O:38][CH2:37][CH2:36]2)[C:17](=[O:18])[C:16]=1[CH2:15][C:12]1[CH:13]=[CH:14][C:9]([C:4]2[C:3]([C:1]#[N:2])=[CH:8][CH:7]=[CH:6][CH:5]=2)=[CH:10][C:11]=1[F:27])[CH2:23][CH2:24][CH3:25]. The yield is 0.720. (3) The reactants are C(OC(=O)[NH:10][CH2:11][CH2:12][CH2:13][CH2:14][C:15]1[CH:20]=[CH:19][C:18]([O:21][CH2:22][C:23](=[O:27])[N:24]([CH3:26])[CH3:25])=[CH:17][CH:16]=1)C1C=CC=CC=1. The catalyst is C(O)C.[Pd]. The product is [NH2:10][CH2:11][CH2:12][CH2:13][CH2:14][C:15]1[CH:20]=[CH:19][C:18]([O:21][CH2:22][C:23]([N:24]([CH3:25])[CH3:26])=[O:27])=[CH:17][CH:16]=1. The yield is 0.600. (4) The reactants are [Br:1][C:2]1[CH:7]=[CH:6][C:5]([OH:8])=[CH:4][N:3]=1.[C:9]([N:16]1[CH2:21][CH2:20][CH:19]([CH2:22]O)[CH2:18][CH2:17]1)([O:11][C:12]([CH3:15])([CH3:14])[CH3:13])=[O:10].C1C=CC(P(C2C=CC=CC=2)C2C=CC=CC=2)=CC=1.N(C(OC(C)C)=O)=NC(OC(C)C)=O. The catalyst is C1COCC1. The product is [Br:1][C:2]1[N:3]=[CH:4][C:5]([O:8][CH2:22][CH:19]2[CH2:20][CH2:21][N:16]([C:9]([O:11][C:12]([CH3:13])([CH3:15])[CH3:14])=[O:10])[CH2:17][CH2:18]2)=[CH:6][CH:7]=1. The yield is 0.830.